From a dataset of Catalyst prediction with 721,799 reactions and 888 catalyst types from USPTO. Predict which catalyst facilitates the given reaction. (1) Reactant: [CH3:1][O:2][C:3]1[CH:4]=[C:5]([CH2:13][CH2:14][C:15]([O:17]CC)=[O:16])[CH:6]=[CH:7][C:8]=1[O:9][CH2:10][CH2:11][CH3:12].[OH-].[Na+]. Product: [CH3:1][O:2][C:3]1[CH:4]=[C:5]([CH2:13][CH2:14][C:15]([OH:17])=[O:16])[CH:6]=[CH:7][C:8]=1[O:9][CH2:10][CH2:11][CH3:12]. The catalyst class is: 8. (2) Reactant: [CH2:1]([NH:3][C:4]1[C:9]2[C:10]([C:22]3[CH:27]=[CH:26][N:25]=[CH:24][N:23]=3)=[N:11][N:12](CC3C=CC(OC)=CC=3)[C:8]=2[CH:7]=[CH:6][N:5]=1)[CH3:2].ClC1N=CN=C(C2C3C(NC(C)C)=NC=CC=3N(C(C3C=CC=CC=3)(C3C=CC=CC=3)C3C=CC=CC=3)N=2)C=1.[NH4+].[OH-]. Product: [CH2:1]([NH:3][C:4]1[C:9]2[C:10]([C:22]3[CH:27]=[CH:26][N:25]=[CH:24][N:23]=3)=[N:11][NH:12][C:8]=2[CH:7]=[CH:6][N:5]=1)[CH3:2]. The catalyst class is: 19. (3) Reactant: C(OC([N:8]1[CH2:13][CH2:12][CH2:11][C@@H:10]([O:14][NH:15][C:16]([C@@H:18]2[CH2:24][CH2:23][C@@H:22]3[CH2:25][N:19]2[C:20](=[O:31])[N:21]3[O:26][S:27]([O-:30])(=[O:29])=[O:28])=[O:17])[CH2:9]1)=O)(C)(C)C.C([N+](CCCC)(CCCC)CCCC)CCC.FC(F)(F)C(O)=O. Product: [O:31]=[C:20]1[N:19]2[CH2:25][C@@H:22]([CH2:23][CH2:24][C@H:18]2[C:16]([NH:15][O:14][C@@H:10]2[CH2:11][CH2:12][CH2:13][NH:8][CH2:9]2)=[O:17])[N:21]1[O:26][S:27]([OH:30])(=[O:29])=[O:28]. The catalyst class is: 2. (4) Reactant: [Cl:1][C:2]1[N:7]=[N:6][CH:5]=[C:4]([C:8](Cl)=[O:9])[CH:3]=1.[CH3:11][NH:12][CH3:13]. Product: [Cl:1][C:2]1[N:7]=[N:6][CH:5]=[C:4]([C:8]([N:12]([CH3:13])[CH3:11])=[O:9])[CH:3]=1. The catalyst class is: 168. (5) Reactant: Cl[C:2]1[CH:13]=[CH:12][C:5]([C:6]([NH:8][CH2:9][CH2:10][OH:11])=O)=[CH:4][C:3]=1[N+:14]([O-:16])=[O:15].S(Cl)(Cl)=O.C1COCC1.[CH2:26]([NH2:28])[CH3:27]. Product: [O:11]1[CH2:10][CH2:9][N:8]=[C:6]1[C:5]1[CH:12]=[CH:13][C:2]([CH2:27][CH2:26][NH2:28])=[C:3]([N+:14]([O-:16])=[O:15])[CH:4]=1. The catalyst class is: 366. (6) Reactant: [Cl:1][C:2]1[N:7]=[C:6]([C:8]2[NH:9][C:10]3[C:15]([C:16]=2[Cl:17])=[CH:14][CH:13]=[CH:12][CH:11]=3)[C:5]([OH:18])=[CH:4][CH:3]=1.[C:19]([O-])([O-])=O.[Cs+].[Cs+].ClCI. Product: [Cl:1][C:2]1[CH:3]=[CH:4][C:5]2[O:18][CH2:19][N:9]3[C:10]4[CH:11]=[CH:12][CH:13]=[CH:14][C:15]=4[C:16]([Cl:17])=[C:8]3[C:6]=2[N:7]=1. The catalyst class is: 3. (7) Reactant: CO.[F:3][C:4]1[CH:9]=[CH:8][C:7]([F:10])=[CH:6][C:5]=1[C@H:11]1[CH2:15][CH2:14][CH2:13][N:12]1[C:16]1[CH:21]=[CH:20][N:19]2[N:22]=[CH:23][C:24]([NH:25][C:26]([N:28]3[CH2:33][CH2:32][N:31]([CH3:34])[CH2:30][CH2:29]3)=[O:27])=[C:18]2[N:17]=1.[ClH:35]. Product: [ClH:35].[F:3][C:4]1[CH:9]=[CH:8][C:7]([F:10])=[CH:6][C:5]=1[C@H:11]1[CH2:15][CH2:14][CH2:13][N:12]1[C:16]1[CH:21]=[CH:20][N:19]2[N:22]=[CH:23][C:24]([NH:25][C:26]([N:28]3[CH2:33][CH2:32][N:31]([CH3:34])[CH2:30][CH2:29]3)=[O:27])=[C:18]2[N:17]=1. The catalyst class is: 12. (8) The catalyst class is: 38. Reactant: [OH-].[Li+].[CH2:3]([N:5]1[CH2:9][CH2:8][C@@H:7]([CH2:10][C:11]2[CH:16]=[C:15]([F:17])[CH:14]=[CH:13][C:12]=2[S:18]([NH:21][C:22]2[C:31]([C:32]([O:34]C)=[O:33])=[C:30]3[C:25]([CH:26]4[CH2:36][CH:27]4[CH2:28][O:29]3)=[CH:24][CH:23]=2)(=[O:20])=[O:19])[CH2:6]1)[CH3:4]. Product: [CH2:3]([N:5]1[CH2:9][CH2:8][C@@H:7]([CH2:10][C:11]2[CH:16]=[C:15]([F:17])[CH:14]=[CH:13][C:12]=2[S:18]([NH:21][C:22]2[C:31]([C:32]([OH:34])=[O:33])=[C:30]3[C:25]([CH:26]4[CH2:36][CH:27]4[CH2:28][O:29]3)=[CH:24][CH:23]=2)(=[O:19])=[O:20])[CH2:6]1)[CH3:4]. (9) Product: [Cl:17][C:18]1[CH:19]=[C:20]([NH:25][C:26](=[S:27])[NH:1][C:2]2[CH:3]=[C:4]([CH:14]=[CH:15][CH:16]=2)[C:5]([NH:7][C:8]2[CH:13]=[CH:12][CH:11]=[CH:10][CH:9]=2)=[O:6])[CH:21]=[C:22]([Cl:24])[CH:23]=1. The catalyst class is: 13. Reactant: [NH2:1][C:2]1[CH:3]=[C:4]([CH:14]=[CH:15][CH:16]=1)[C:5]([NH:7][C:8]1[CH:13]=[CH:12][CH:11]=[CH:10][CH:9]=1)=[O:6].[Cl:17][C:18]1[CH:19]=[C:20]([N:25]=[C:26]=[S:27])[CH:21]=[C:22]([Cl:24])[CH:23]=1.